From a dataset of Forward reaction prediction with 1.9M reactions from USPTO patents (1976-2016). Predict the product of the given reaction. (1) Given the reactants [C:1]1(=[O:5])[CH2:4][CH2:3][CH2:2]1.[OH:6][CH2:7][CH:8]([CH2:11]O)[CH2:9][OH:10].C1C=CC=CC=1.C(N(CC)CC)C, predict the reaction product. The product is: [CH2:4]1[C:1]2([O:6][CH2:7][CH:8]([CH2:9][OH:10])[CH2:11][O:5]2)[CH2:2][CH2:3]1. (2) Given the reactants [Br:1][C:2]1[CH:15]=[CH:14][C:5](/[CH:6]=[N:7]/[CH2:8][CH:9](OC)OC)=[CH:4][C:3]=1[O:16][CH3:17].ClC(OCC)=O.P(OCC)(OCC)OCC.[OH-].[NH4+], predict the reaction product. The product is: [Br:1][C:2]1[CH:15]=[C:14]2[C:5](=[CH:4][C:3]=1[O:16][CH3:17])[CH:6]=[N:7][CH:8]=[CH:9]2. (3) Given the reactants [NH2:1][C:2]1[CH:30]=[CH:29][C:5]([C:6]([NH:8][CH2:9][CH2:10][NH:11][C:12]([C:14]2[C:15]([C:25]([F:28])([F:27])[F:26])=[N:16][N:17]([C:19]3[CH:24]=[CH:23][CH:22]=[CH:21][CH:20]=3)[CH:18]=2)=[O:13])=[O:7])=[CH:4][N:3]=1.C(N(CC)CC)C.[C:38](Cl)(=[O:40])[CH3:39], predict the reaction product. The product is: [C:38]([NH:1][C:2]1[CH:30]=[CH:29][C:5]([C:6]([NH:8][CH2:9][CH2:10][NH:11][C:12]([C:14]2[C:15]([C:25]([F:28])([F:27])[F:26])=[N:16][N:17]([C:19]3[CH:24]=[CH:23][CH:22]=[CH:21][CH:20]=3)[CH:18]=2)=[O:13])=[O:7])=[CH:4][N:3]=1)(=[O:40])[CH3:39]. (4) Given the reactants N1C=CN=C1.[Si:6](Cl)([C:9]([CH3:12])([CH3:11])[CH3:10])([CH3:8])[CH3:7].[OH:14][CH2:15][C:16]1[CH:17]=[C:18]([CH:31]=[CH:32][CH:33]=1)[CH2:19][N:20]1[C:28](=[O:29])[C:27]2[C:22](=[CH:23][CH:24]=[CH:25][CH:26]=2)[C:21]1=[O:30].O, predict the reaction product. The product is: [Si:6]([O:14][CH2:15][C:16]1[CH:17]=[C:18]([CH:31]=[CH:32][CH:33]=1)[CH2:19][N:20]1[C:21](=[O:30])[C:22]2[C:27](=[CH:26][CH:25]=[CH:24][CH:23]=2)[C:28]1=[O:29])([C:9]([CH3:12])([CH3:11])[CH3:10])([CH3:8])[CH3:7].